Task: Predict the product of the given reaction.. Dataset: Forward reaction prediction with 1.9M reactions from USPTO patents (1976-2016) (1) The product is: [CH3:1][C:2]1[C:6]([C:7]2[CH:12]=[C:11]([C:13]3[C:22]([CH3:23])=[CH:21][CH:20]=[C:19]4[C:14]=3[CH:15]=[CH:16][CH:17]=[N:18]4)[C:10]3[N:24]([CH2:25][CH3:26])[C:29](=[O:30])[NH:27][C:9]=3[CH:8]=2)=[C:5]([CH3:28])[O:4][N:3]=1. Given the reactants [CH3:1][C:2]1[C:6]([C:7]2[CH:8]=[C:9]([NH2:27])[C:10]([NH:24][CH2:25][CH3:26])=[C:11]([C:13]3[C:22]([CH3:23])=[CH:21][CH:20]=[C:19]4[C:14]=3[CH:15]=[CH:16][CH:17]=[N:18]4)[CH:12]=2)=[C:5]([CH3:28])[O:4][N:3]=1.[C:29](N1C=CN=C1)(N1C=CN=C1)=[O:30].O1CCCC1, predict the reaction product. (2) Given the reactants [H-].[Na+].C1COCC1.C(OP([CH2:16][C:17]([O:19][CH2:20][CH3:21])=[O:18])(OCC)=O)C.[F:22][C:23]1[CH:30]=[C:29]([CH3:31])[CH:28]=[CH:27][C:24]=1[CH:25]=O, predict the reaction product. The product is: [F:22][C:23]1[CH:30]=[C:29]([CH3:31])[CH:28]=[CH:27][C:24]=1/[CH:25]=[CH:16]/[C:17]([O:19][CH2:20][CH3:21])=[O:18]. (3) Given the reactants [F:1][C:2]1[CH:7]=[C:6]([I:8])[CH:5]=[CH:4][C:3]=1[NH:9][C:10]1[N:15]([CH3:16])[C:14](=[O:17])[C:13]2[CH:18]=[CH:19][O:20][C:12]=2[C:11]=1[C:21](O)=[O:22].[Cl-].[OH:25][CH2:26][C:27]([O:30][NH3+:31])([CH3:29])[CH3:28].CCN=C=NCCCN(C)C.C1C=CC2N(O)N=NC=2C=1, predict the reaction product. The product is: [F:1][C:2]1[CH:7]=[C:6]([I:8])[CH:5]=[CH:4][C:3]=1[NH:9][C:10]1[N:15]([CH3:16])[C:14](=[O:17])[C:13]2[CH:18]=[CH:19][O:20][C:12]=2[C:11]=1[C:21]([NH:31][O:30][C:27]([CH3:29])([CH3:28])[CH2:26][OH:25])=[O:22]. (4) The product is: [CH3:1][O:2][CH2:3][C:4]1[N:8]=[C:7]([N:9]2[CH2:10][CH2:11][CH:12]([CH2:15][CH2:16][CH2:17][O:18][C:19]3[CH:27]=[CH:26][C:22]([C:23]([NH2:30])=[O:25])=[C:21]([CH3:28])[CH:20]=3)[CH2:13][CH2:14]2)[O:6][N:5]=1. Given the reactants [CH3:1][O:2][CH2:3][C:4]1[N:8]=[C:7]([N:9]2[CH2:14][CH2:13][CH:12]([CH2:15][CH2:16][CH2:17][O:18][C:19]3[CH:27]=[CH:26][C:22]([C:23]([OH:25])=O)=[C:21]([CH3:28])[CH:20]=3)[CH2:11][CH2:10]2)[O:6][N:5]=1.[Cl-].[NH4+:30], predict the reaction product. (5) Given the reactants [CH3:1][C:2]1[C:23]([N:24]2[C:28]3[CH:29]=[CH:30][C:31]([C:33]([F:36])([F:35])[F:34])=[CH:32][C:27]=3[N:26]=[C:25]2[CH3:37])=[CH:22][CH:21]=[CH:20][C:3]=1[CH2:4][NH:5][C:6]1[CH:19]=[CH:18][C:9]2[C@H:10]([CH2:13][C:14]([O:16]C)=[O:15])[CH2:11][O:12][C:8]=2[CH:7]=1.[OH-].[Na+], predict the reaction product. The product is: [CH3:1][C:2]1[C:23]([N:24]2[C:28]3[CH:29]=[CH:30][C:31]([C:33]([F:35])([F:34])[F:36])=[CH:32][C:27]=3[N:26]=[C:25]2[CH3:37])=[CH:22][CH:21]=[CH:20][C:3]=1[CH2:4][NH:5][C:6]1[CH:19]=[CH:18][C:9]2[C@H:10]([CH2:13][C:14]([OH:16])=[O:15])[CH2:11][O:12][C:8]=2[CH:7]=1.